Dataset: Full USPTO retrosynthesis dataset with 1.9M reactions from patents (1976-2016). Task: Predict the reactants needed to synthesize the given product. (1) The reactants are: [CH2:1]([C:13]1([CH2:24][CH2:25][CH2:26][CH2:27][CH2:28][CH2:29][CH2:30][CH2:31][CH2:32][CH2:33][CH2:34][CH3:35])[C:23]2[CH:22]=[CH:21][S:20][C:19]=2[C:15]2[S:16][CH:17]=[CH:18][C:14]1=2)[CH2:2][CH2:3][CH2:4][CH2:5][CH2:6][CH2:7][CH2:8][CH2:9][CH2:10][CH2:11][CH3:12].C([Li])(C)(C)C.[CH3:41][Sn:42](Cl)([CH3:44])[CH3:43].O. Given the product [CH2:24]([C:13]1([CH2:1][CH2:2][CH2:3][CH2:4][CH2:5][CH2:6][CH2:7][CH2:8][CH2:9][CH2:10][CH2:11][CH3:12])[C:14]2[CH:18]=[C:17]([Sn:42]([CH3:44])([CH3:43])[CH3:41])[S:16][C:15]=2[C:19]2[S:20][C:21]([Sn:42]([CH3:44])([CH3:43])[CH3:41])=[CH:22][C:23]1=2)[CH2:25][CH2:26][CH2:27][CH2:28][CH2:29][CH2:30][CH2:31][CH2:32][CH2:33][CH2:34][CH3:35], predict the reactants needed to synthesize it. (2) Given the product [O:22]=[C:21]1[C:10]2[C:9](=[CH:14][CH:13]=[CH:12][C:11]=2[C:15]2[CH:20]=[CH:19][CH:18]=[CH:17][CH:16]=2)[N:8]=[C:6]([C:3]2([C:1]#[N:2])[CH2:5][CH2:4]2)[NH:23]1, predict the reactants needed to synthesize it. The reactants are: [C:1]([C:3]1([C:6]([NH:8][C:9]2[CH:14]=[CH:13][CH:12]=[C:11]([C:15]3[CH:20]=[CH:19][CH:18]=[CH:17][CH:16]=3)[C:10]=2[C:21]([NH2:23])=[O:22])=O)[CH2:5][CH2:4]1)#[N:2].C([O-])([O-])=O.[Na+].[Na+]. (3) Given the product [Cl:1][C:2]1[CH:3]=[C:4]2[N:11]([CH:15]([CH3:17])[CH3:16])[C:10]([CH3:13])([CH3:12])[CH2:9][N:5]2[C:6](=[O:8])[N:7]=1, predict the reactants needed to synthesize it. The reactants are: [Cl:1][C:2]1[CH:3]=[C:4]2[NH:11][C:10]([CH3:13])([CH3:12])[CH2:9][N:5]2[C:6](=[O:8])[N:7]=1.I[CH:15]([CH3:17])[CH3:16].C([O-])([O-])=O.[Cs+].[Cs+]. (4) Given the product [CH3:9][O:8][C:7]1[CH:6]=[CH:5][NH:4][C:3]([NH:13][C:14]([C:27]2[CH:32]=[CH:31][CH:30]=[CH:29][CH:28]=2)([C:21]2[CH:22]=[CH:23][CH:24]=[CH:25][CH:26]=2)[C:15]2[CH:20]=[CH:19][CH:18]=[CH:17][CH:16]=2)([CH:10]=[O:11])[CH:2]=1, predict the reactants needed to synthesize it. The reactants are: C[C:2]1[C:3]([NH:13][C:14]([C:27]2[CH:32]=[CH:31][CH:30]=[CH:29][CH:28]=2)([C:21]2[CH:26]=[CH:25][CH:24]=[CH:23][CH:22]=2)[C:15]2[CH:20]=[CH:19][CH:18]=[CH:17][CH:16]=2)([C:10](O)=[O:11])[NH:4][CH:5]=[CH:6][C:7]=1[O:8][CH3:9].[H-].C([Al+]CC(C)C)C(C)C.C(OCC)C.N.